Predict the reactants needed to synthesize the given product. From a dataset of Full USPTO retrosynthesis dataset with 1.9M reactions from patents (1976-2016). Given the product [Br:1][C:2]1[CH:10]=[CH:9][C:5]([C:6]2[O:7][N:15]=[C:17]([CH3:24])[N:8]=2)=[CH:4][CH:3]=1, predict the reactants needed to synthesize it. The reactants are: [Br:1][C:2]1[CH:10]=[CH:9][C:5]([C:6]([NH2:8])=[O:7])=[CH:4][CH:3]=1.COOC(OOC)[N:15]([CH3:17])C.Cl.NO.[C:24]([O-])([O-])=O.[K+].[K+].